This data is from Ames mutagenicity test results for genotoxicity prediction. The task is: Regression/Classification. Given a drug SMILES string, predict its toxicity properties. Task type varies by dataset: regression for continuous values (e.g., LD50, hERG inhibition percentage) or binary classification for toxic/non-toxic outcomes (e.g., AMES mutagenicity, cardiotoxicity, hepatotoxicity). Dataset: ames. (1) The drug is COc1nsc2ccc(OCC3CO3)cc12. The result is 1 (mutagenic). (2) The drug is O=[N+]([O-])c1ccc2c(c1)nc(/C=N/OCc1ccccc1[N+](=O)[O-])n2Cc1ccccc1. The result is 1 (mutagenic). (3) The molecule is CC(C)(C#N)N=NC(C)(C)C#N. The result is 0 (non-mutagenic). (4) The molecule is c1ccc(Nc2ccc3ccccc3c2)cc1. The result is 0 (non-mutagenic). (5) The drug is C[C@@H]1CC2C3CCC4=CC(=O)C=C[C@]4(C)[C@@]3(F)[C@@H](O)C[C@]2(C)[C@@]1(O)C(=O)CO. The result is 0 (non-mutagenic).